The task is: Regression. Given two drug SMILES strings and cell line genomic features, predict the synergy score measuring deviation from expected non-interaction effect.. This data is from NCI-60 drug combinations with 297,098 pairs across 59 cell lines. (1) Drug 1: CC1C(C(=O)NC(C(=O)N2CCCC2C(=O)N(CC(=O)N(C(C(=O)O1)C(C)C)C)C)C(C)C)NC(=O)C3=C4C(=C(C=C3)C)OC5=C(C(=O)C(=C(C5=N4)C(=O)NC6C(OC(=O)C(N(C(=O)CN(C(=O)C7CCCN7C(=O)C(NC6=O)C(C)C)C)C)C(C)C)C)N)C. Drug 2: C1CN(CCN1C(=O)CCBr)C(=O)CCBr. Cell line: SNB-75. Synergy scores: CSS=14.5, Synergy_ZIP=-6.43, Synergy_Bliss=-2.62, Synergy_Loewe=-0.329, Synergy_HSA=0.409. (2) Drug 1: C1CN1C2=NC(=NC(=N2)N3CC3)N4CC4. Synergy scores: CSS=26.4, Synergy_ZIP=-8.69, Synergy_Bliss=-1.47, Synergy_Loewe=-4.27, Synergy_HSA=-1.25. Drug 2: C1C(C(OC1N2C=NC3=C2NC=NCC3O)CO)O. Cell line: A498. (3) Cell line: HL-60(TB). Synergy scores: CSS=59.0, Synergy_ZIP=0.857, Synergy_Bliss=-0.214, Synergy_Loewe=-21.8, Synergy_HSA=-0.134. Drug 2: C1=NNC2=C1C(=O)NC=N2. Drug 1: CN(CC1=CN=C2C(=N1)C(=NC(=N2)N)N)C3=CC=C(C=C3)C(=O)NC(CCC(=O)O)C(=O)O. (4) Drug 1: CN(CC1=CN=C2C(=N1)C(=NC(=N2)N)N)C3=CC=C(C=C3)C(=O)NC(CCC(=O)O)C(=O)O. Drug 2: C1C(C(OC1N2C=C(C(=O)NC2=O)F)CO)O. Cell line: T-47D. Synergy scores: CSS=-13.3, Synergy_ZIP=11.5, Synergy_Bliss=7.37, Synergy_Loewe=-11.0, Synergy_HSA=-14.6. (5) Drug 1: COC1=CC(=CC(=C1O)OC)C2C3C(COC3=O)C(C4=CC5=C(C=C24)OCO5)OC6C(C(C7C(O6)COC(O7)C8=CC=CS8)O)O. Drug 2: C1CCC(CC1)NC(=O)N(CCCl)N=O. Cell line: PC-3. Synergy scores: CSS=19.2, Synergy_ZIP=-7.32, Synergy_Bliss=-4.02, Synergy_Loewe=-10.7, Synergy_HSA=-2.09. (6) Drug 1: CC(C)(C#N)C1=CC(=CC(=C1)CN2C=NC=N2)C(C)(C)C#N. Drug 2: CC1C(C(CC(O1)OC2CC(CC3=C2C(=C4C(=C3O)C(=O)C5=CC=CC=C5C4=O)O)(C(=O)C)O)N)O. Cell line: HCT116. Synergy scores: CSS=37.7, Synergy_ZIP=-0.825, Synergy_Bliss=-3.67, Synergy_Loewe=-8.91, Synergy_HSA=-2.97.